From a dataset of Forward reaction prediction with 1.9M reactions from USPTO patents (1976-2016). Predict the product of the given reaction. Given the reactants [CH2:1]([O:3][C:4]([C:6]1[CH:11]=[CH:10][C:9](B(O)O)=[CH:8][CH:7]=1)=[O:5])[CH3:2].[O-]P([O-])([O-])=O.[K+].[K+].[K+].Cl[C:24]1[CH:29]=[CH:28][N:27]2[N:30]=[CH:31][CH:32]=[C:26]2[N:25]=1, predict the reaction product. The product is: [N:30]1[N:27]2[CH:28]=[CH:29][C:24]([C:9]3[CH:10]=[CH:11][C:6]([C:4]([O:3][CH2:1][CH3:2])=[O:5])=[CH:7][CH:8]=3)=[N:25][C:26]2=[CH:32][CH:31]=1.